Dataset: NCI-60 drug combinations with 297,098 pairs across 59 cell lines. Task: Regression. Given two drug SMILES strings and cell line genomic features, predict the synergy score measuring deviation from expected non-interaction effect. Drug 1: C1C(C(OC1N2C=NC3=C(N=C(N=C32)Cl)N)CO)O. Drug 2: CCC1(CC2CC(C3=C(CCN(C2)C1)C4=CC=CC=C4N3)(C5=C(C=C6C(=C5)C78CCN9C7C(C=CC9)(C(C(C8N6C)(C(=O)OC)O)OC(=O)C)CC)OC)C(=O)OC)O.OS(=O)(=O)O. Cell line: RXF 393. Synergy scores: CSS=8.10, Synergy_ZIP=-3.08, Synergy_Bliss=-2.38, Synergy_Loewe=-2.12, Synergy_HSA=-2.07.